Dataset: Forward reaction prediction with 1.9M reactions from USPTO patents (1976-2016). Task: Predict the product of the given reaction. (1) Given the reactants CSC1N=C([C:9]2[CH:10]=N[N:12]3[C:17]=2[CH:16]=[CH:15][C:14]([N:18]2[CH2:23]COC[CH2:19]2)=N3)C=CN=1.FC(F)(F)S(O[C:30]1[CH:31]=[CH:32][C:33]2[N:34]([N:36]=[CH:37][C:38]=2[C:39]2[CH:44]=[CH:43][N:42]=[C:41](SC)[N:40]=2)[N:35]=1)(=O)=O.[NH:49]1[CH2:54][CH2:53][O:52][CH2:51][CH2:50]1.O, predict the reaction product. The product is: [CH3:23][N:18]([CH3:19])[C:14]1[CH:10]=[CH:9][C:17]([NH:12][C:41]2[N:40]=[C:39]([C:38]3[CH:37]=[N:36][N:34]4[C:33]=3[CH:32]=[CH:31][C:30]([N:49]3[CH2:54][CH2:53][O:52][CH2:51][CH2:50]3)=[N:35]4)[CH:44]=[CH:43][N:42]=2)=[CH:16][CH:15]=1. (2) Given the reactants C1CNC(=O)C1.[Br:7][Br-]Br.[F:10][C:11]1[CH:12]=[C:13]2[C:18](=[CH:19][CH:20]=1)[N:17]=[C:16]([CH2:21][O:22][C:23]1[CH:28]=[CH:27][C:26]([C:29](=[O:31])[CH3:30])=[C:25]([C:32]3([C:37]4[CH:42]=[CH:41][CH:40]=[CH:39][CH:38]=4)[CH2:35][CH:34]([CH3:36])[CH2:33]3)[CH:24]=1)[CH:15]=[CH:14]2.C(=O)(O)[O-].[Na+], predict the reaction product. The product is: [Br:7][CH2:30][C:29]([C:26]1[CH:27]=[CH:28][C:23]([O:22][CH2:21][C:16]2[CH:15]=[CH:14][C:13]3[C:18](=[CH:19][CH:20]=[C:11]([F:10])[CH:12]=3)[N:17]=2)=[CH:24][C:25]=1[C:32]1([C:37]2[CH:38]=[CH:39][CH:40]=[CH:41][CH:42]=2)[CH2:33][CH:34]([CH3:36])[CH2:35]1)=[O:31]. (3) The product is: [CH2:1]([O:8][C:9]1[CH:10]=[C:11]([CH:15]([O:19][CH3:20])[C:16]([NH:28][CH2:27][C:26]2[CH:29]=[CH:30][C:23]([C:22]#[N:21])=[CH:24][CH:25]=2)=[O:18])[CH:12]=[CH:13][CH:14]=1)[C:2]1[CH:3]=[CH:4][CH:5]=[CH:6][CH:7]=1. Given the reactants [CH2:1]([O:8][C:9]1[CH:10]=[C:11]([CH:15]([O:19][CH3:20])[C:16]([OH:18])=O)[CH:12]=[CH:13][CH:14]=1)[C:2]1[CH:7]=[CH:6][CH:5]=[CH:4][CH:3]=1.[NH2:21][CH2:22][C:23]1[CH:30]=[CH:29][C:26]([C:27]#[N:28])=[CH:25][CH:24]=1, predict the reaction product. (4) Given the reactants Cl.[Cl:2][C:3]1[CH:4]=[N:5][N:6]([C:8]2[CH:22]=[CH:21][C:11]([O:12][CH2:13][C@@H:14]3[C@@H:19]([NH2:20])[CH2:18][CH2:17][O:16][CH2:15]3)=[C:10]([F:23])[CH:9]=2)[CH:7]=1.[CH3:24][S:25](Cl)(=[O:27])=[O:26].CO, predict the reaction product. The product is: [Cl:2][C:3]1[CH:4]=[N:5][N:6]([C:8]2[CH:22]=[CH:21][C:11]([O:12][CH2:13][C@@H:14]3[C@@H:19]([NH:20][S:25]([CH3:24])(=[O:27])=[O:26])[CH2:18][CH2:17][O:16][CH2:15]3)=[C:10]([F:23])[CH:9]=2)[CH:7]=1. (5) Given the reactants [C:1]([NH:5][C:6]1[N:13]=[C:12]([O:14][C:15]2[CH:20]=[CH:19][C:18]([B:21]3[O:25]C(C)(C)[C:23](C)(C)[O:22]3)=[C:17](C=O)[CH:16]=2)[CH:11]=[CH:10][C:7]=1[C:8]#[N:9])([CH3:4])([CH3:3])[CH3:2].[BH4-].[Na+].Cl, predict the reaction product. The product is: [C:1]([NH:5][C:6]1[N:13]=[C:12]([O:14][C:15]2[CH:20]=[CH:19][C:18]3[B:21]([OH:25])[O:22][CH2:23][C:17]=3[CH:16]=2)[CH:11]=[CH:10][C:7]=1[C:8]#[N:9])([CH3:3])([CH3:2])[CH3:4]. (6) Given the reactants C([CH:5]([CH:9]1[C:15]2[CH:16]=[CH:17][CH:18]=[CH:19][C:14]=2[N:13]([CH2:20][CH2:21][NH:22][CH2:23][CH2:24][CH2:25][CH2:26][CH2:27][NH:28][C:29]2[NH:33][C:32]3[CH:34]=[CH:35][CH:36]=[CH:37][C:31]=3[N:30]=2)[C:12](=[O:38])[CH2:11][CH2:10]1)[C:6]([OH:8])=[O:7])(C)(C)C.[C:39]([OH:45])([C:41]([F:44])([F:43])[F:42])=[O:40], predict the reaction product. The product is: [F:42][C:41]([F:44])([F:43])[C:39]([OH:45])=[O:40].[NH:30]1[C:31]2[CH:37]=[CH:36][CH:35]=[CH:34][C:32]=2[N:33]=[C:29]1[NH:28][CH2:27][CH2:26][CH2:25][CH2:24][CH2:23][NH:22][CH2:21][CH2:20][N:13]1[C:14]2[CH:19]=[CH:18][CH:17]=[CH:16][C:15]=2[CH:9]([CH2:5][C:6]([OH:8])=[O:7])[CH2:10][CH2:11][C:12]1=[O:38].